This data is from Full USPTO retrosynthesis dataset with 1.9M reactions from patents (1976-2016). The task is: Predict the reactants needed to synthesize the given product. (1) The reactants are: [NH2:1][C:2]12[C:20](=[O:21])[C:19]3[C:14](=[CH:15][CH:16]=[CH:17][CH:18]=3)[C:3]1([OH:22])[O:4][C:5]1[CH:10]=[C:9]([CH:11]([CH3:13])[CH3:12])[CH:8]=[CH:7][C:6]=12.[C:23](O)(=[O:29])[CH2:24][CH2:25][C:26]([OH:28])=[O:27]. Given the product [OH:22][C:3]12[C:14]3[C:19](=[CH:18][CH:17]=[CH:16][CH:15]=3)[C:20](=[O:21])[C:2]1([NH:1][C:23](=[O:29])[CH2:24][CH2:25][C:26]([OH:28])=[O:27])[C:6]1[CH:7]=[CH:8][C:9]([CH:11]([CH3:13])[CH3:12])=[CH:10][C:5]=1[O:4]2, predict the reactants needed to synthesize it. (2) Given the product [F:1][C:2]1[CH:3]=[CH:4][C:5]([C:8](=[O:25])[CH2:9][O:10][C:11]2[CH:24]=[CH:23][C:14]([CH2:15][CH:16]3[S:20][C:19](=[O:21])[NH:18][C:17]3=[O:22])=[CH:13][CH:12]=2)=[CH:6][CH:7]=1, predict the reactants needed to synthesize it. The reactants are: [F:1][C:2]1[CH:7]=[CH:6][C:5]([CH:8]([OH:25])[CH2:9][O:10][C:11]2[CH:24]=[CH:23][C:14]([CH2:15][CH:16]3[S:20][C:19](=[O:21])[NH:18][C:17]3=[O:22])=[CH:13][CH:12]=2)=[CH:4][CH:3]=1.CS(C)=O.O=P12OP3(OP(OP(O3)(O1)=O)(=O)O2)=O.C(N(CC)CC)C.